Dataset: Reaction yield outcomes from USPTO patents with 853,638 reactions. Task: Predict the reaction yield, written as a fraction of the theoretical maximum amount of product (1.0 means a 100% yield; for example, 0.34 means a 34% yield). (1) The reactants are [Cl:1][C:2]1[N:7]=[C:6]([CH2:8][C:9]([C:11]2[C:12]([F:24])=[C:13]([NH:17][C:18](=[O:23])[O:19][CH2:20][CH:21]=[CH2:22])[CH:14]=[CH:15][CH:16]=2)=O)[CH:5]=[CH:4][N:3]=1.C1C(=O)N(Br)C(=O)C1.[O:33]1[CH2:38][CH2:37][CH:36]([C:39](=[S:41])[NH2:40])[CH2:35][CH2:34]1.O. The catalyst is CC(N(C)C)=O. The product is [Cl:1][C:2]1[N:7]=[C:6]([C:8]2[S:41][C:39]([CH:36]3[CH2:37][CH2:38][O:33][CH2:34][CH2:35]3)=[N:40][C:9]=2[C:11]2[C:12]([F:24])=[C:13]([NH:17][C:18](=[O:23])[O:19][CH2:20][CH:21]=[CH2:22])[CH:14]=[CH:15][CH:16]=2)[CH:5]=[CH:4][N:3]=1. The yield is 0.350. (2) The product is [Br-:35].[OH:10][C:9]([C:17]1[CH:22]=[CH:21][CH:20]=[CH:19][CH:18]=1)([C:11]1[CH:12]=[CH:13][CH:14]=[CH:15][CH:16]=1)[C:4]12[CH2:5][CH2:6][N+:1]([CH2:34][CH2:33][CH2:32][CH2:31][O:30][CH2:29][C:23]3[CH:28]=[CH:27][CH:26]=[CH:25][CH:24]=3)([CH2:2][CH2:3]1)[CH2:8][CH2:7]2. The catalyst is CC#N. The yield is 0.483. The reactants are [N:1]12[CH2:8][CH2:7][C:4]([C:9]([C:17]3[CH:22]=[CH:21][CH:20]=[CH:19][CH:18]=3)([C:11]3[CH:16]=[CH:15][CH:14]=[CH:13][CH:12]=3)[OH:10])([CH2:5][CH2:6]1)[CH2:3][CH2:2]2.[C:23]1([CH2:29][O:30][CH2:31][CH2:32][CH2:33][CH2:34][Br:35])[CH:28]=[CH:27][CH:26]=[CH:25][CH:24]=1.